This data is from Catalyst prediction with 721,799 reactions and 888 catalyst types from USPTO. The task is: Predict which catalyst facilitates the given reaction. Reactant: [NH:1]1[CH2:4][CH:3]([N:5]2[C:9]([C:10]3[CH:33]=[C:32]([F:34])[CH:31]=[CH:30][C:11]=3[O:12][C:13]3[C:18]([Cl:19])=[CH:17][C:16]([S:20]([NH:23][C:24]4[N:25]=[CH:26][S:27][CH:28]=4)(=[O:22])=[O:21])=[C:15]([F:29])[CH:14]=3)=[CH:8][CH:7]=[N:6]2)[CH2:2]1.CO.C=O.[C:39](O[BH-](OC(=O)C)OC(=O)C)(=O)C.[Na+]. Product: [Cl:19][C:18]1[C:13]([O:12][C:11]2[CH:30]=[CH:31][C:32]([F:34])=[CH:33][C:10]=2[C:9]2[N:5]([CH:3]3[CH2:4][N:1]([CH3:39])[CH2:2]3)[N:6]=[CH:7][CH:8]=2)=[CH:14][C:15]([F:29])=[C:16]([S:20]([NH:23][C:24]2[N:25]=[CH:26][S:27][CH:28]=2)(=[O:21])=[O:22])[CH:17]=1. The catalyst class is: 4.